This data is from Full USPTO retrosynthesis dataset with 1.9M reactions from patents (1976-2016). The task is: Predict the reactants needed to synthesize the given product. (1) Given the product [CH:43]1([N:49]([CH:60]([CH3:62])[CH3:61])[CH2:50][CH2:51][NH:52][C:53]([NH:1][CH2:2][CH2:3][NH:4][C:5]([C:7]2[N:15]=[C:14]3[C:10]([N:11]=[CH:12][N:13]3[C@H:16]3[C@H:20]([OH:21])[C@H:19]([OH:22])[C@@H:18]([C:23]([NH:25][CH2:26][CH3:27])=[O:24])[O:17]3)=[C:9]([NH:28][CH2:29][CH:30]([C:37]3[CH:42]=[CH:41][CH:40]=[CH:39][CH:38]=3)[C:31]3[CH:36]=[CH:35][CH:34]=[CH:33][CH:32]=3)[N:8]=2)=[O:6])=[O:54])[CH2:48][CH2:47][CH2:46][CH2:45][CH2:44]1, predict the reactants needed to synthesize it. The reactants are: [NH2:1][CH2:2][CH2:3][NH:4][C:5]([C:7]1[N:15]=[C:14]2[C:10]([N:11]=[CH:12][N:13]2[C@H:16]2[C@H:20]([OH:21])[C@H:19]([OH:22])[C@@H:18]([C:23]([NH:25][CH2:26][CH3:27])=[O:24])[O:17]2)=[C:9]([NH:28][CH2:29][CH:30]([C:37]2[CH:42]=[CH:41][CH:40]=[CH:39][CH:38]=2)[C:31]2[CH:36]=[CH:35][CH:34]=[CH:33][CH:32]=2)[N:8]=1)=[O:6].[CH:43]1([N:49]([CH:60]([CH3:62])[CH3:61])[CH2:50][CH2:51][NH:52][C:53](N2C=CN=C2)=[O:54])[CH2:48][CH2:47][CH2:46][CH2:45][CH2:44]1. (2) Given the product [C:1]1(=[O:17])[CH2:16][CH2:15][CH2:14][CH2:13][CH2:12][CH2:11][CH2:10][CH:9]=[CH:8][CH2:7][CH2:6][CH2:5][CH2:4][CH2:3][CH2:2]1, predict the reactants needed to synthesize it. The reactants are: [C:1]1(=[O:17])[CH2:16][CH2:15][CH2:14][CH2:13][CH2:12][CH2:11][CH2:10][CH2:9][CH:8]=[CH:7][CH2:6][CH2:5][CH2:4][CH2:3][CH2:2]1.C1(=O)CCCCCCCCC(=O)CCCCCC1.